Dataset: Reaction yield outcomes from USPTO patents with 853,638 reactions. Task: Predict the reaction yield, written as a fraction of the theoretical maximum amount of product (1.0 means a 100% yield; for example, 0.34 means a 34% yield). (1) The reactants are [F:1][C:2]1[CH:3]=[CH:4][C:5]2[CH2:11][S:10](=[O:13])(=[O:12])[NH:9][N:8]=[C:7]([C:14]3[CH:19]=[CH:18][C:17]([F:20])=[CH:16][CH:15]=3)[C:6]=2[CH:21]=1.[C:22]1([CH2:28][CH2:29][CH2:30]Br)[CH:27]=[CH:26][CH:25]=[CH:24][CH:23]=1. No catalyst specified. The product is [F:1][C:2]1[CH:3]=[CH:4][C:5]2[CH2:11][S:10](=[O:12])(=[O:13])[N:9]([CH2:30][CH2:29][CH2:28][C:22]3[CH:27]=[CH:26][CH:25]=[CH:24][CH:23]=3)[N:8]=[C:7]([C:14]3[CH:19]=[CH:18][C:17]([F:20])=[CH:16][CH:15]=3)[C:6]=2[CH:21]=1. The yield is 0.800. (2) The reactants are [Cl-].O[NH3+:3].[C:4](=[O:7])([O-])[OH:5].[Na+].CS(C)=O.[CH3:13][C:14]1[N:15]([CH2:39][C:40]2[S:41][CH:42]=[CH:43][CH:44]=2)[C:16](=[O:38])[C:17]([CH2:23][C:24]2[CH:29]=[CH:28][C:27]([C:30]3[C:31]([C:36]#[N:37])=[CH:32][CH:33]=[CH:34][CH:35]=3)=[CH:26][CH:25]=2)=[C:18]([CH2:20][CH2:21][CH3:22])[N:19]=1. The catalyst is C(OCC)(=O)C. The product is [CH3:13][C:14]1[N:15]([CH2:39][C:40]2[S:41][CH:42]=[CH:43][CH:44]=2)[C:16](=[O:38])[C:17]([CH2:23][C:24]2[CH:25]=[CH:26][C:27]([C:30]3[CH:35]=[CH:34][CH:33]=[CH:32][C:31]=3[C:36]3[NH:3][C:4](=[O:7])[O:5][N:37]=3)=[CH:28][CH:29]=2)=[C:18]([CH2:20][CH2:21][CH3:22])[N:19]=1. The yield is 0.460.